This data is from NCI-60 drug combinations with 297,098 pairs across 59 cell lines. The task is: Regression. Given two drug SMILES strings and cell line genomic features, predict the synergy score measuring deviation from expected non-interaction effect. (1) Synergy scores: CSS=-7.42, Synergy_ZIP=3.27, Synergy_Bliss=-3.05, Synergy_Loewe=-6.85, Synergy_HSA=-8.27. Drug 2: CCCS(=O)(=O)NC1=C(C(=C(C=C1)F)C(=O)C2=CNC3=C2C=C(C=N3)C4=CC=C(C=C4)Cl)F. Drug 1: C1CCC(C1)C(CC#N)N2C=C(C=N2)C3=C4C=CNC4=NC=N3. Cell line: SF-268. (2) Drug 1: CC1=C(C=C(C=C1)NC2=NC=CC(=N2)N(C)C3=CC4=NN(C(=C4C=C3)C)C)S(=O)(=O)N.Cl. Drug 2: C1CNP(=O)(OC1)N(CCCl)CCCl. Cell line: UACC-257. Synergy scores: CSS=-0.417, Synergy_ZIP=0.450, Synergy_Bliss=-1.77, Synergy_Loewe=-2.53, Synergy_HSA=-2.48. (3) Drug 1: CN1C(=O)N2C=NC(=C2N=N1)C(=O)N. Drug 2: C1=CC=C(C(=C1)C(C2=CC=C(C=C2)Cl)C(Cl)Cl)Cl. Cell line: HCT116. Synergy scores: CSS=0.549, Synergy_ZIP=2.68, Synergy_Bliss=4.36, Synergy_Loewe=0.0855, Synergy_HSA=0.556.